Dataset: Peptide-MHC class II binding affinity with 134,281 pairs from IEDB. Task: Regression. Given a peptide amino acid sequence and an MHC pseudo amino acid sequence, predict their binding affinity value. This is MHC class II binding data. (1) The peptide sequence is IKRIHEYKRQLMNIL. The MHC is DRB1_0701 with pseudo-sequence DRB1_0701. The binding affinity (normalized) is 0.555. (2) The peptide sequence is GLRTLWSPRERLVLT. The binding affinity (normalized) is 0.503. The MHC is DRB1_1101 with pseudo-sequence DRB1_1101. (3) The peptide sequence is CKTLTPLMSSKFPEL. The MHC is HLA-DPA10201-DPB11401 with pseudo-sequence HLA-DPA10201-DPB11401. The binding affinity (normalized) is 0.336. (4) The peptide sequence is ALVGAALHPFALLLV. The MHC is HLA-DQA10501-DQB10302 with pseudo-sequence HLA-DQA10501-DQB10302. The binding affinity (normalized) is 0.623. (5) The MHC is HLA-DPA10201-DPB10101 with pseudo-sequence HLA-DPA10201-DPB10101. The binding affinity (normalized) is 0.496. The peptide sequence is KYMVIQGEPGRVIRG. (6) The peptide sequence is AAATAGTTVYGAFAP. The MHC is HLA-DPA10103-DPB10601 with pseudo-sequence HLA-DPA10103-DPB10601. The binding affinity (normalized) is 0.